This data is from Full USPTO retrosynthesis dataset with 1.9M reactions from patents (1976-2016). The task is: Predict the reactants needed to synthesize the given product. Given the product [CH2:1]([O:3][C:4]([C:6]1[CH:11]=[C:10]([C:17]2[CH:16]=[C:15]([F:14])[CH:20]=[C:19]([F:21])[CH:18]=2)[CH:9]=[C:8]([CH3:13])[N:7]=1)=[O:5])[CH3:2], predict the reactants needed to synthesize it. The reactants are: [CH2:1]([O:3][C:4]([C:6]1[CH:11]=[C:10](Br)[CH:9]=[C:8]([CH3:13])[N:7]=1)=[O:5])[CH3:2].[F:14][C:15]1[CH:16]=[C:17](B(O)O)[CH:18]=[C:19]([F:21])[CH:20]=1.